From a dataset of Catalyst prediction with 721,799 reactions and 888 catalyst types from USPTO. Predict which catalyst facilitates the given reaction. (1) Reactant: [NH2:1][C:2]1[NH:6][N:5]=[C:4]([NH:7][C:8]2[CH:13]=[C:12]([C:14]([F:17])([F:16])[F:15])[C:11]([C:18]3[CH:23]=[CH:22][C:21]([O:24][CH3:25])=[C:20]([S:26]([NH:29][CH:30]4[CH2:35][CH2:34][N:33](C(OC(C)(C)C)=O)[CH2:32][CH2:31]4)(=[O:28])=[O:27])[CH:19]=3)=[C:10]([Cl:43])[CH:9]=2)[N:3]=1.[F:44][C:45]([F:50])([F:49])[C:46]([OH:48])=[O:47]. Product: [F:44][C:45]([F:50])([F:49])[C:46]([OH:48])=[O:47].[NH:33]1[CH2:34][CH2:35][CH:30]([NH:29][S:26]([C:20]2[CH:19]=[C:18]([C:11]3[C:10]([Cl:43])=[CH:9][C:8]([NH:7][C:4]4[N:3]=[C:2]([NH2:1])[NH:6][N:5]=4)=[CH:13][C:12]=3[C:14]([F:15])([F:17])[F:16])[CH:23]=[CH:22][C:21]=2[O:24][CH3:25])(=[O:27])=[O:28])[CH2:31][CH2:32]1. The catalyst class is: 2. (2) Reactant: [CH3:1][S:2][C:3]1[N:8]=[C:7](Cl)[C:6]([O:10][CH3:11])=[CH:5][N:4]=1.[CH3:12][NH2:13].C1CCCCC1.C(OCC)(=O)C. Product: [CH3:1][S:2][C:3]1[N:8]=[C:7]([NH:13][CH3:12])[C:6]([O:10][CH3:11])=[CH:5][N:4]=1. The catalyst class is: 8. (3) Reactant: [Br:1][C:2]1[CH:15]=[C:14]2[C:5]([C:6]3[CH:7]=[CH:8][C:9]([C:16]4[CH:17]=[CH:18][C:19]5[N:23]=[C:22]([C@@H:24]6[CH2:28][CH2:27][CH2:26][N:25]6C(OC(C)(C)C)=O)[NH:21][C:20]=5[CH:36]=4)=[CH:10][C:11]=3[CH2:12][CH2:13]2)=[CH:4][CH:3]=1.Cl.[CH3:38][O:39][C:40]([NH:42][C@@H:43]([CH:47]([CH3:49])[CH3:48])[C:44](O)=[O:45])=[O:41].CN(C(ON1N=NC2C=CC=NC1=2)=[N+](C)C)C.F[P-](F)(F)(F)(F)F.C(N(C(C)C)CC)(C)C. Product: [Br:1][C:2]1[CH:15]=[C:14]2[C:5]([C:6]3[CH:7]=[CH:8][C:9]([C:16]4[CH:17]=[CH:18][C:19]5[N:23]=[C:22]([C@@H:24]6[CH2:28][CH2:27][CH2:26][N:25]6[C:44](=[O:45])[C@@H:43]([NH:42][C:40](=[O:41])[O:39][CH3:38])[CH:47]([CH3:49])[CH3:48])[NH:21][C:20]=5[CH:36]=4)=[CH:10][C:11]=3[CH2:12][CH2:13]2)=[CH:4][CH:3]=1. The catalyst class is: 125. (4) Reactant: [CH3:1][N:2]1[CH2:7][CH2:6][N:5]([C:8]2[CH:13]=[CH:12][C:11]([N+:14]([O-])=O)=[CH:10][C:9]=2[CH2:17][OH:18])[CH2:4][CH2:3]1.C([O-])=O.[NH4+]. Product: [NH2:14][C:11]1[CH:12]=[CH:13][C:8]([N:5]2[CH2:6][CH2:7][N:2]([CH3:1])[CH2:3][CH2:4]2)=[C:9]([CH2:17][OH:18])[CH:10]=1. The catalyst class is: 50. (5) Reactant: [CH2:1]([O:3][C:4](=[O:18])[CH:5]([O:15][CH2:16][CH3:17])[CH2:6][C:7]1[CH:12]=[CH:11][C:10]([OH:13])=[C:9]([F:14])[CH:8]=1)[CH3:2].[C:19]([C:23]1[CH:28]=[CH:27][C:26]([C:29]2[S:30][C:31]([CH2:35]O)=[C:32]([CH3:34])[N:33]=2)=[CH:25][CH:24]=1)([CH3:22])([CH3:21])[CH3:20].C1(P(C2C=CC=CC=2)C2C=CC=CC=2)C=CC=CC=1.N(C(OCC)=O)=NC(OCC)=O. Product: [CH2:1]([O:3][C:4](=[O:18])[CH:5]([O:15][CH2:16][CH3:17])[CH2:6][C:7]1[CH:12]=[CH:11][C:10]([O:13][CH2:35][C:31]2[S:30][C:29]([C:26]3[CH:27]=[CH:28][C:23]([C:19]([CH3:21])([CH3:20])[CH3:22])=[CH:24][CH:25]=3)=[N:33][C:32]=2[CH3:34])=[C:9]([F:14])[CH:8]=1)[CH3:2]. The catalyst class is: 7. (6) Reactant: CC([CH:5]1[CH:10]([N:11]2[C:19]3[C:14](=[C:15]([C:26]([NH2:28])=[O:27])[CH:16]=[C:17]([C:20]4[CH:25]=[CH:24][CH:23]=[CH:22][CH:21]=4)[CH:18]=3)[CH:13]=[N:12]2)[CH2:9][CH2:8][CH2:7][N:6]1C([O-])=O)(C)C. Product: [C:20]1([C:17]2[CH:16]=[C:15]([C:26]([NH2:28])=[O:27])[C:14]3[CH:13]=[N:12][N:11]([CH:10]4[CH2:9][CH2:8][CH2:7][NH:6][CH2:5]4)[C:19]=3[CH:18]=2)[CH:21]=[CH:22][CH:23]=[CH:24][CH:25]=1. The catalyst class is: 137. (7) The catalyst class is: 2. Reactant: CC([N:5]([C:9]1([CH2:25][OH:26])[CH2:14][CH2:13][N:12]([S:15]([C:18]2[CH:23]=[CH:22][C:21]([Br:24])=[CH:20][CH:19]=2)(=[O:17])=[O:16])[CH2:11][CH2:10]1)[C:6](=[O:8])[O-:7])(C)C.CC(OI1(OC(C)=O)(OC(C)=O)O[C:38](=O)[C:37]2[CH:36]=CC=C[C:32]1=2)=O. Product: [Br:24][C:21]1[CH:20]=[CH:19][C:18]([S:15]([N:12]2[CH2:11][CH2:10][C:9]([NH:5][C:6](=[O:8])[O:7][C:37]([CH3:38])([CH3:36])[CH3:32])([CH:25]=[O:26])[CH2:14][CH2:13]2)(=[O:16])=[O:17])=[CH:23][CH:22]=1. (8) Product: [Br:1][C:2]1[CH:7]=[CH:6][C:5]([CH:18]([C:17]2[CH:20]=[C:21]([O:24][CH3:25])[CH:22]=[CH:23][C:16]=2[Cl:15])[OH:19])=[C:4]([Cl:9])[CH:3]=1. The catalyst class is: 1. Reactant: [Br:1][C:2]1[CH:7]=[CH:6][C:5](I)=[C:4]([Cl:9])[CH:3]=1.C([Mg]Cl)(C)C.[Cl:15][C:16]1[CH:23]=[CH:22][C:21]([O:24][CH3:25])=[CH:20][C:17]=1[CH:18]=[O:19]. (9) Reactant: [CH:1]1([C:4]#[C:5][C:6]2[S:10][C:9]([C:11]([O:13][CH3:14])=[O:12])=[C:8]([NH:15][CH2:16][C:17]([N:19]3[CH2:24][CH2:23][O:22][CH2:21][CH2:20]3)=[O:18])[CH:7]=2)[CH2:3][CH2:2]1.CCN(CC)CC.[CH3:32][C@H:33]1[CH2:38][CH2:37][C@H:36]([C:39](Cl)=[O:40])[CH2:35][CH2:34]1. Product: [CH:1]1([C:4]#[C:5][C:6]2[S:10][C:9]([C:11]([O:13][CH3:14])=[O:12])=[C:8]([N:15]([C:39]([C@H:36]3[CH2:37][CH2:38][C@H:33]([CH3:32])[CH2:34][CH2:35]3)=[O:40])[CH2:16][C:17]([N:19]3[CH2:20][CH2:21][O:22][CH2:23][CH2:24]3)=[O:18])[CH:7]=2)[CH2:2][CH2:3]1. The catalyst class is: 91.